This data is from TCR-epitope binding with 47,182 pairs between 192 epitopes and 23,139 TCRs. The task is: Binary Classification. Given a T-cell receptor sequence (or CDR3 region) and an epitope sequence, predict whether binding occurs between them. (1) The epitope is FPRPWLHGL. The TCR CDR3 sequence is CASSLGQGMDEQYF. Result: 0 (the TCR does not bind to the epitope). (2) The epitope is GLCTLVAML. The TCR CDR3 sequence is CASSLSLHGNQPQHF. Result: 1 (the TCR binds to the epitope). (3) The epitope is WICLLQFAY. The TCR CDR3 sequence is CASSSGTDYGYTF. Result: 1 (the TCR binds to the epitope).